Task: Predict the product of the given reaction.. Dataset: Forward reaction prediction with 1.9M reactions from USPTO patents (1976-2016) (1) Given the reactants CCC([O-])(C)C.[K+].[CH3:8][C:9]([C:11]1[CH:16]=[CH:15][C:14]([O:17][CH3:18])=[CH:13][CH:12]=1)=[O:10].[C:19](=O)([O:23]CC)[O:20][CH2:21][CH3:22].C(O)(=O)C, predict the reaction product. The product is: [CH3:18][O:17][C:14]1[CH:15]=[CH:16][C:11]([C:9](=[O:10])[CH2:8][C:19]([O:20][CH2:21][CH3:22])=[O:23])=[CH:12][CH:13]=1. (2) The product is: [CH3:10][NH:11][CH2:2][CH2:3][C:4]1[CH:5]=[N:6][N:7]([CH3:9])[CH:8]=1. Given the reactants Cl[CH2:2][CH2:3][C:4]1[CH:5]=[N:6][N:7]([CH3:9])[CH:8]=1.[CH3:10][NH2:11], predict the reaction product. (3) Given the reactants [NH2:1][C:2]1[N:7]=[CH:6][C:5]([C:8]2[CH:9]=[C:10]([NH:14][C:15](=[O:17])[CH3:16])[CH:11]=[CH:12][CH:13]=2)=[C:4]([CH2:18][CH3:19])[C:3]=1Br.[S:21]1[CH:25]=[CH:24][CH:23]=[C:22]1B(O)O.C([O-])([O-])=O.[Na+].[Na+], predict the reaction product. The product is: [NH2:1][C:2]1[N:7]=[CH:6][C:5]([C:8]2[CH:9]=[C:10]([NH:14][C:15](=[O:17])[CH3:16])[CH:11]=[CH:12][CH:13]=2)=[C:4]([CH2:18][CH3:19])[C:3]=1[C:22]1[S:21][CH:25]=[CH:24][CH:23]=1.